Dataset: Reaction yield outcomes from USPTO patents with 853,638 reactions. Task: Predict the reaction yield, written as a fraction of the theoretical maximum amount of product (1.0 means a 100% yield; for example, 0.34 means a 34% yield). (1) The reactants are [NH2:1][CH2:2][CH:3]([OH:6])[CH2:4][OH:5].[C:7]1(C)[CH:12]=CC(S(O)(=O)=O)=C[CH:8]=1. The catalyst is C(OC(C)=O)C.Cl.COC(OC)(C)C. The product is [CH3:8][C:7]1([CH3:12])[O:6][CH:3]([CH2:2][NH2:1])[CH2:4][O:5]1. The yield is 0.460. (2) The reactants are Cl[C:2]1[N:7]=[CH:6][N:5]=[C:4]([NH2:8])[CH:3]=1.[C:9]1([CH2:15][O-:16])[CH:14]=[CH:13][CH:12]=[CH:11][CH:10]=1.[Na+]. No catalyst specified. The product is [CH2:15]([O:16][C:2]1[N:7]=[CH:6][N:5]=[C:4]([NH2:8])[CH:3]=1)[C:9]1[CH:14]=[CH:13][CH:12]=[CH:11][CH:10]=1. The yield is 0.270. (3) The catalyst is C(O)C(F)(F)F.C(OCC)(=O)C. The product is [NH:31]1[C:32]2[C:28](=[CH:27][C:26]([NH:25][C:2]3[N:11]=[CH:10][C:9]4[N:8]([C:12]5[CH:17]=[CH:16][CH:15]=[CH:14][CH:13]=5)[C:7](=[O:18])[CH:6]([CH3:19])[N:5]([CH2:20][CH2:21][CH:22]([CH3:24])[CH3:23])[C:4]=4[N:3]=3)=[CH:34][CH:33]=2)[CH:29]=[N:30]1. The reactants are Cl[C:2]1[N:11]=[CH:10][C:9]2[N:8]([C:12]3[CH:17]=[CH:16][CH:15]=[CH:14][CH:13]=3)[C:7](=[O:18])[CH:6]([CH3:19])[N:5]([CH2:20][CH2:21][CH:22]([CH3:24])[CH3:23])[C:4]=2[N:3]=1.[NH2:25][C:26]1[CH:27]=[C:28]2[C:32](=[CH:33][CH:34]=1)[NH:31][N:30]=[CH:29]2.FC(F)(F)C(O)=O. The yield is 0.540. (4) The reactants are [O:1]1[CH:5]=[CH:4][CH:3]=[C:2]1[C:6]1[N:11]=[C:10]([NH:12]C(=O)CC)[CH:9]=[C:8]([C:17]2[CH:18]=[N:19][CH:20]=[CH:21][CH:22]=2)[N:7]=1.Cl. The catalyst is C(O)C.O.[OH-].[Na+]. The product is [O:1]1[CH:5]=[CH:4][CH:3]=[C:2]1[C:6]1[N:11]=[C:10]([NH2:12])[CH:9]=[C:8]([C:17]2[CH:18]=[N:19][CH:20]=[CH:21][CH:22]=2)[N:7]=1. The yield is 0.490. (5) The yield is 0.130. The catalyst is CN(C=O)C. The reactants are [H-].[Na+].Cl[CH2:4][CH2:5][O:6][C:7]1[CH:12]=[C:11]([C:13]([NH:15][CH2:16][CH3:17])=[O:14])[CH:10]=[CH:9][C:8]=1[N:18]1[CH:22]=[C:21]([C:23]([NH:25][CH:26]2[CH2:28][CH2:27]2)=[O:24])[N:20]=[N:19]1.O. The product is [CH:26]1([NH:25][C:23]([C:21]2[N:20]=[N:19][N:18]([C:8]3[CH:9]=[CH:10][C:11]([C:13]([NH:15][CH2:16][CH3:17])=[O:14])=[CH:12][C:7]=3[O:6][CH:5]=[CH2:4])[CH:22]=2)=[O:24])[CH2:28][CH2:27]1.